This data is from Full USPTO retrosynthesis dataset with 1.9M reactions from patents (1976-2016). The task is: Predict the reactants needed to synthesize the given product. (1) Given the product [CH2:11]([N:18]1[CH2:24][CH2:23][C:22]([Cl:25])=[C:21]([CH:26]([C:2]2[CH:7]=[CH:6][CH:5]=[CH:4][CH:3]=2)[OH:27])[CH2:20][CH2:19]1)[C:12]1[CH:13]=[CH:14][CH:15]=[CH:16][CH:17]=1, predict the reactants needed to synthesize it. The reactants are: Br[C:2]1[CH:7]=[CH:6][CH:5]=[CH:4][CH:3]=1.[Mg].II.[CH2:11]([N:18]1[CH2:24][CH2:23][C:22]([Cl:25])=[C:21]([CH:26]=[O:27])[CH2:20][CH2:19]1)[C:12]1[CH:17]=[CH:16][CH:15]=[CH:14][CH:13]=1. (2) Given the product [F:1][C:2]1[C:3]([O:27][CH2:35][CH:36]([CH3:38])[CH3:37])=[CH:4][CH:5]=[C:6]2[C:11]=1[C:10]([CH3:13])([CH3:12])[C:9](=[O:14])[C:8]([C:15]([NH:17][CH2:18][C:19]([O:21][C:22]([CH3:25])([CH3:24])[CH3:23])=[O:20])=[O:16])=[C:7]2[OH:26], predict the reactants needed to synthesize it. The reactants are: [F:1][C:2]1[C:3]([OH:27])=[CH:4][CH:5]=[C:6]2[C:11]=1[C:10]([CH3:13])([CH3:12])[C:9](=[O:14])[C:8]([C:15]([NH:17][CH2:18][C:19]([O:21][C:22]([CH3:25])([CH3:24])[CH3:23])=[O:20])=[O:16])=[C:7]2[OH:26].C([O-])([O-])=O.[K+].[K+].Br[CH2:35][CH:36]([CH3:38])[CH3:37].